Dataset: Peptide-MHC class I binding affinity with 185,985 pairs from IEDB/IMGT. Task: Regression. Given a peptide amino acid sequence and an MHC pseudo amino acid sequence, predict their binding affinity value. This is MHC class I binding data. The peptide sequence is IYNMNDKQII. The MHC is H-2-Kd with pseudo-sequence H-2-Kd. The binding affinity (normalized) is 0.